From a dataset of Full USPTO retrosynthesis dataset with 1.9M reactions from patents (1976-2016). Predict the reactants needed to synthesize the given product. (1) Given the product [CH:22]([N:25]1[CH2:30][CH2:29][N:28]([C:16]([C:15]2[CH:18]=[CH:19][C:12]([CH2:10][N:7]3[CH2:8][CH2:9][N:4]([CH:1]([CH3:3])[CH3:2])[CH2:5][CH2:6]3)=[CH:13][CH:14]=2)=[O:17])[CH2:27][CH2:26]1)([CH3:24])[CH3:23], predict the reactants needed to synthesize it. The reactants are: [CH:1]([N:4]1[CH2:9][CH2:8][N:7]([C:10]([C:12]2[CH:19]=[CH:18][C:15]([CH:16]=[O:17])=[CH:14][CH:13]=2)=O)[CH2:6][CH2:5]1)([CH3:3])[CH3:2].Cl.Cl.[CH:22]([N:25]1[CH2:30][CH2:29][NH:28][CH2:27][CH2:26]1)([CH3:24])[CH3:23]. (2) Given the product [C:14]([C:12]1[CH:11]=[CH:10][N:9]=[C:8]([C:3]2[N:4]=[CH:5][N:6]([CH3:7])[C:2]=2[C:20]2[CH:21]=[CH:22][C:17]([F:16])=[C:18]([CH:19]=2)[C:26]([NH:27][C:28]2[CH:29]=[CH:30][CH:31]=[CH:32][CH:33]=2)=[O:34])[CH:13]=1)#[N:15], predict the reactants needed to synthesize it. The reactants are: Br[C:2]1[N:6]([CH3:7])[CH:5]=[N:4][C:3]=1[C:8]1[CH:13]=[C:12]([C:14]#[N:15])[CH:11]=[CH:10][N:9]=1.[F:16][C:17]1[CH:22]=[CH:21][C:20](B(O)O)=[CH:19][C:18]=1[C:26](=[O:34])[NH:27][C:28]1[CH:33]=[CH:32][CH:31]=[CH:30][CH:29]=1. (3) Given the product [CH3:25][O:24][CH2:23][C:22]([C:7]1[CH:14]=[CH:13][C:10]([C:11]#[N:12])=[CH:9][CH:8]=1)=[O:16], predict the reactants needed to synthesize it. The reactants are: C([Mg]Cl)(C)C.I[C:7]1[CH:14]=[CH:13][C:10]([C:11]#[N:12])=[CH:9][CH:8]=1.S([O-])(O)(=O)=[O:16].[K+].C1[CH2:25][O:24][CH2:23][CH2:22]1. (4) Given the product [I:26][C:24]1[CH:23]=[CH:22][N:21]=[C:20]([N:1]2[C:9]3[CH2:8][CH2:7][CH2:6][CH2:5][C:4]=3[C:3]([C:10]([OH:12])=[O:11])=[N:2]2)[CH:25]=1, predict the reactants needed to synthesize it. The reactants are: [NH:1]1[C:9]2[CH2:8][CH2:7][CH2:6][CH2:5][C:4]=2[C:3]([C:10]([OH:12])=[O:11])=[N:2]1.C(=O)([O-])[O-].[Cs+].[Cs+].F[C:20]1[CH:25]=[C:24]([I:26])[CH:23]=[CH:22][N:21]=1.Cl. (5) Given the product [N:5]([C:6]1[CH:11]=[C:10]([C:12]([O:14][CH3:15])=[O:13])[CH:9]=[C:8]([O:16][CH3:17])[C:7]=1[C:18]([O:20][CH3:21])=[O:19])=[C:1]=[S:2], predict the reactants needed to synthesize it. The reactants are: [C:1](Cl)(Cl)=[S:2].[NH2:5][C:6]1[CH:11]=[C:10]([C:12]([O:14][CH3:15])=[O:13])[CH:9]=[C:8]([O:16][CH3:17])[C:7]=1[C:18]([O:20][CH3:21])=[O:19]. (6) Given the product [CH3:21][CH:20]([NH:19][C:14]([C:11]1[CH2:10][CH:9]([C:3]([OH:8])([C:2]([F:18])([F:1])[F:17])[C:4]([F:5])([F:6])[F:7])[O:13][N:12]=1)=[O:16])[CH2:22][CH2:23][CH2:24][CH2:25][CH3:26], predict the reactants needed to synthesize it. The reactants are: [F:1][C:2]([F:18])([F:17])[C:3]([CH:9]1[O:13][N:12]=[C:11]([C:14]([OH:16])=O)[CH2:10]1)([OH:8])[C:4]([F:7])([F:6])[F:5].[NH2:19][CH:20]([CH2:22][CH2:23][CH2:24][CH2:25][CH3:26])[CH3:21].CN1CCOCC1.F[P-](F)(F)(F)(F)F.N1(O[P+](N(C)C)(N(C)C)N(C)C)C2C=CC=CC=2N=N1.